From a dataset of Reaction yield outcomes from USPTO patents with 853,638 reactions. Predict the reaction yield, written as a fraction of the theoretical maximum amount of product (1.0 means a 100% yield; for example, 0.34 means a 34% yield). (1) The reactants are C([O:3][C:4](=O)[CH2:5][O:6][C:7]([CH3:25])([CH3:24])[CH2:8][N:9](CC1C=CC=CC=1)CC1C=CC=CC=1)C. The catalyst is CCO.[OH-].[OH-].[Pd+2]. The product is [CH3:24][C:7]1([CH3:25])[CH2:8][NH:9][C:4](=[O:3])[CH2:5][O:6]1. The yield is 0.600. (2) The reactants are [Cl-].[Cl-].[Ca+2].OS(O)(=O)=O.[CH3:9][O:10][C:11]1[CH:12]=[CH:13][CH:14]=[C:15]([CH:19]=1)[C:16]([OH:18])=[O:17]. No catalyst specified. The product is [C:16]([CH2:15][C:14]1[CH:13]=[CH:12][C:11]([O:10][CH3:9])=[CH:19][C:15]=1[C:16]([OH:18])=[O:17])([OH:18])=[O:17]. The yield is 0.820. (3) The reactants are Cl[C:2]1[CH:3]=[C:4]([NH:10][C:11]2[CH:23]=[C:14]3[CH2:15][N:16]([CH:19]4[CH2:22][O:21][CH2:20]4)[CH2:17][CH2:18][N:13]3[N:12]=2)[C:5](=[O:9])[N:6]([CH3:8])[N:7]=1.[C:24]([O:27][CH2:28][C:29]1[C:30]([N:44]2[N:53]=[CH:52][C:51]3[C:46](=[C:47]([F:58])[CH:48]=[C:49]([C:54]([CH3:57])([CH3:56])[CH3:55])[CH:50]=3)[C:45]2=[O:59])=[N:31][CH:32]=[CH:33][C:34]=1B1OC(C)(C)C(C)(C)O1)(=[O:26])[CH3:25].C1CCC(P(C2CCCCC2)C2CCCCC2)CC1.C([O-])([O-])=O.[Cs+].[Cs+]. The catalyst is C1C=CC(/C=C/C(/C=C/C2C=CC=CC=2)=O)=CC=1.C1C=CC(/C=C/C(/C=C/C2C=CC=CC=2)=O)=CC=1.C1C=CC(/C=C/C(/C=C/C2C=CC=CC=2)=O)=CC=1.[Pd].[Pd].O.O1CCOCC1. The product is [C:24]([O:27][CH2:28][C:29]1[C:30]([N:44]2[N:53]=[CH:52][C:51]3[C:46](=[C:47]([F:58])[CH:48]=[C:49]([C:54]([CH3:56])([CH3:55])[CH3:57])[CH:50]=3)[C:45]2=[O:59])=[N:31][CH:32]=[CH:33][C:34]=1[C:2]1[CH:3]=[C:4]([NH:10][C:11]2[CH:23]=[C:14]3[CH2:15][N:16]([CH:19]4[CH2:22][O:21][CH2:20]4)[CH2:17][CH2:18][N:13]3[N:12]=2)[C:5](=[O:9])[N:6]([CH3:8])[N:7]=1)(=[O:26])[CH3:25]. The yield is 0.160. (4) The reactants are [CH3:1][C:2]1[C:3]([C:30]2[CH:35]=[CH:34][CH:33]=[CH:32][CH:31]=2)=[C:4]([O:14][C:15]2[CH:20]=[CH:19][C:18](/[CH:21]=[CH:22]/[C:23]([OH:25])=[O:24])=[CH:17][C:16]=2[C:26]([F:29])([F:28])[F:27])[C:5]2[C:10]([CH:11]=1)=[CH:9][C:8]([O:12]C)=[CH:7][CH:6]=2.B(Br)(Br)Br. The catalyst is C(Cl)Cl. The product is [OH:12][C:8]1[CH:9]=[C:10]2[C:5](=[CH:6][CH:7]=1)[C:4]([O:14][C:15]1[CH:20]=[CH:19][C:18](/[CH:21]=[CH:22]/[C:23]([OH:25])=[O:24])=[CH:17][C:16]=1[C:26]([F:27])([F:28])[F:29])=[C:3]([C:30]1[CH:31]=[CH:32][CH:33]=[CH:34][CH:35]=1)[C:2]([CH3:1])=[CH:11]2. The yield is 0.530. (5) The reactants are [Br:1][C:2]1[S:3][C:4]([C:7]([OH:9])=O)=[CH:5][N:6]=1.[NH:10]1[C:14]2=[N:15][CH:16]=[CH:17][CH:18]=[C:13]2[CH:12]=[CH:11]1.[Cl-].[Cl-].[Cl-].[Al+3]. The catalyst is C(Cl)(=O)C(Cl)=O.ClCCl. The product is [Br:1][C:2]1[S:3][C:4]([C:7]([C:12]2[C:13]3[C:14](=[N:15][CH:16]=[CH:17][CH:18]=3)[NH:10][CH:11]=2)=[O:9])=[CH:5][N:6]=1. The yield is 0.0200. (6) The reactants are [CH3:1][S:2][C:3]1[CH:4]=[C:5]([N:9]2[CH:14]=[CH:13][C:12](=[O:15])[C:11]([C:16]3[N:20]([C:21]4[CH:26]=[CH:25][CH:24]=[CH:23][CH:22]=4)[N:19]=[CH:18][CH:17]=3)=[N:10]2)[CH:6]=[CH:7][CH:8]=1.CSC1C=C(N2C=CC(=[O:41])C(C3C=CN(C4C=CC=CC=4)N=3)=N2)C=CC=1.C(=O)(O)[O-].[Na+].ClC1C=C(C=CC=1)C(OO)=O. The catalyst is C(Cl)Cl. The product is [CH3:1][S:2]([C:3]1[CH:4]=[C:5]([N:9]2[CH:14]=[CH:13][C:12](=[O:15])[C:11]([C:16]3[N:20]([C:21]4[CH:26]=[CH:25][CH:24]=[CH:23][CH:22]=4)[N:19]=[CH:18][CH:17]=3)=[N:10]2)[CH:6]=[CH:7][CH:8]=1)=[O:41]. The yield is 0.450. (7) The product is [F:1][C:2]1[CH:7]=[CH:6][CH:5]=[C:4]([F:8])[C:3]=1[C:9]1[NH:13][CH:12]=[C:11]([CH:14]=[O:15])[CH:10]=1. The catalyst is C(#N)C.C(OCC)(=O)C.[Ru]([O-])(=O)(=O)=O.C([N+](CCC)(CCC)CCC)CC. The yield is 0.770. The reactants are [F:1][C:2]1[CH:7]=[CH:6][CH:5]=[C:4]([F:8])[C:3]=1[C:9]1[NH:13][CH:12]=[C:11]([CH2:14][OH:15])[CH:10]=1.C[N+]1([O-])CCOCC1.